From a dataset of Peptide-MHC class I binding affinity with 185,985 pairs from IEDB/IMGT. Regression. Given a peptide amino acid sequence and an MHC pseudo amino acid sequence, predict their binding affinity value. This is MHC class I binding data. (1) The peptide sequence is ISYTYNDNW. The MHC is HLA-B58:01 with pseudo-sequence HLA-B58:01. The binding affinity (normalized) is 0.771. (2) The peptide sequence is VGIPTHRHI. The MHC is HLA-A24:02 with pseudo-sequence HLA-A24:02. The binding affinity (normalized) is 0.0812. (3) The peptide sequence is RRQGNIYPK. The MHC is HLA-B40:01 with pseudo-sequence HLA-B40:01. The binding affinity (normalized) is 0.0847. (4) The peptide sequence is GENPTWKQW. The MHC is Mamu-B3901 with pseudo-sequence Mamu-B3901. The binding affinity (normalized) is 0.0709. (5) The peptide sequence is QALSPRTLNAW. The MHC is HLA-B53:01 with pseudo-sequence HLA-B53:01. The binding affinity (normalized) is 0.205. (6) The peptide sequence is RRAARAEYL. The MHC is HLA-B45:01 with pseudo-sequence HLA-B45:01. The binding affinity (normalized) is 0.